Dataset: Reaction yield outcomes from USPTO patents with 853,638 reactions. Task: Predict the reaction yield, written as a fraction of the theoretical maximum amount of product (1.0 means a 100% yield; for example, 0.34 means a 34% yield). (1) The reactants are [F:1][C:2]1[CH:3]=[C:4]([CH:20]=[C:21]([C:23]([F:26])([F:25])[F:24])[CH:22]=1)[CH2:5][CH:6]1[CH2:11][CH:10]([C:12]([O:14]C)=[O:13])[CH2:9][CH2:8][N:7]1[C:16]([O:18][CH3:19])=[O:17].[Br-].[Li+].C(N(CC)CC)C. The yield is 0.960. The product is [F:1][C:2]1[CH:3]=[C:4]([CH:20]=[C:21]([C:23]([F:26])([F:24])[F:25])[CH:22]=1)[CH2:5][CH:6]1[CH2:11][CH:10]([C:12]([OH:14])=[O:13])[CH2:9][CH2:8][N:7]1[C:16]([O:18][CH3:19])=[O:17]. The catalyst is C(#N)C.O. (2) The reactants are [Cl:1][C:2]1[CH:7]=[CH:6][CH:5]=[CH:4][C:3]=1[C:8]1[N:9]([C:31]2[CH:36]=[CH:35][C:34]([Cl:37])=[CH:33][CH:32]=2)[C:10]2[C:15]([N:16]=1)=[C:14]([N:17]1[CH2:22][CH2:21][CH:20]([NH:23]C(=O)OC(C)(C)C)[CH2:19][CH2:18]1)[N:13]=[CH:12][N:11]=2.FC(F)(F)C(O)=O. The catalyst is ClCCl. The product is [Cl:1][C:2]1[CH:7]=[CH:6][CH:5]=[CH:4][C:3]=1[C:8]1[N:9]([C:31]2[CH:32]=[CH:33][C:34]([Cl:37])=[CH:35][CH:36]=2)[C:10]2[C:15]([N:16]=1)=[C:14]([N:17]1[CH2:22][CH2:21][CH:20]([NH2:23])[CH2:19][CH2:18]1)[N:13]=[CH:12][N:11]=2. The yield is 0.950. (3) The reactants are O[CH:2]1[CH:3]([CH3:56])[CH2:4][CH2:5][CH:6]([O:48][Si:49]([CH2:54][CH3:55])([CH2:52][CH3:53])[CH2:50][CH3:51])[CH2:7][C:8]([O:10][CH:11](/[C:16](/[CH3:47])=[CH:17]/[CH:18]=[CH:19]/[C:20]([CH3:46])([O:38][Si:39]([CH2:44][CH3:45])([CH2:42][CH3:43])[CH2:40][CH3:41])[CH2:21][CH:22]2[O:37][CH:23]2[CH:24]([CH3:36])[CH:25]([O:28][Si:29]([CH2:34][CH3:35])([CH2:32][CH3:33])[CH2:30][CH3:31])[CH2:26][CH3:27])[CH:12]([CH3:15])[CH:13]=[CH:14]1)=[O:9].C(N(CC)CC)C.ClC([O:67][C:68]1[CH:73]=[CH:72][C:71]([N+:74]([O-:76])=[O:75])=[CH:70][CH:69]=1)=O.[C:77]([O:80]CC)(=[O:79])C. The catalyst is CN(C)C1C=CN=CC=1.C(Cl)Cl. The product is [CH3:56][CH:3]1[CH:2]([C:77]([O:80][O:67][C:68]2[CH:69]=[CH:70][C:71]([N+:74]([O-:76])=[O:75])=[CH:72][CH:73]=2)=[O:79])[CH:14]=[CH:13][CH:12]([CH3:15])[CH:11](/[C:16](/[CH3:47])=[CH:17]/[CH:18]=[CH:19]/[C:20]([CH3:46])([O:38][Si:39]([CH2:40][CH3:41])([CH2:44][CH3:45])[CH2:42][CH3:43])[CH2:21][CH:22]2[O:37][CH:23]2[CH:24]([CH3:36])[CH:25]([O:28][Si:29]([CH2:34][CH3:35])([CH2:30][CH3:31])[CH2:32][CH3:33])[CH2:26][CH3:27])[O:10][C:8](=[O:9])[CH2:7][CH:6]([O:48][Si:49]([CH2:54][CH3:55])([CH2:52][CH3:53])[CH2:50][CH3:51])[CH2:5][CH2:4]1. The yield is 1.00. (4) The reactants are [F:1][C:2]1[C:3]([NH2:8])=[N:4][CH:5]=[CH:6][CH:7]=1.C1C(=O)N([Br:16])C(=O)C1.C([O-])(O)=O.[Na+]. The catalyst is C(#N)C. The product is [Br:16][C:6]1[CH:7]=[C:2]([F:1])[C:3]([NH2:8])=[N:4][CH:5]=1. The yield is 0.600. (5) The reactants are [Cl:1][C:2]1[N:10]([CH2:11][CH:12]=[CH2:13])[C:9]2[C:8](=[O:14])[NH:7][C:6](=[O:15])[NH:5][C:4]=2[N:3]=1.I[CH2:17][CH3:18].C([O-])([O-])=O.[Na+].[Na+]. The catalyst is CN(C=O)C. The product is [Cl:1][C:2]1[N:10]([CH2:11][CH:12]=[CH2:13])[C:9]2[C:8](=[O:14])[NH:7][C:6](=[O:15])[N:5]([CH2:17][CH3:18])[C:4]=2[N:3]=1. The yield is 0.750.